Dataset: Reaction yield outcomes from USPTO patents with 853,638 reactions. Task: Predict the reaction yield, written as a fraction of the theoretical maximum amount of product (1.0 means a 100% yield; for example, 0.34 means a 34% yield). (1) The reactants are [Cl:1][C:2]1[CH:3]=[C:4]([N:10]2[CH:22]([CH:23]3[CH2:27][CH2:26][CH2:25][CH2:24]3)[CH:21]3[C:12]([C:13]4[CH:14]=[CH:15][C:16]([C:28]([OH:30])=O)=[N:17][C:18]=4[CH2:19][CH2:20]3)=[N:11]2)[CH:5]=[CH:6][C:7]=1[C:8]#[N:9].[NH:31]1[CH2:36][CH2:35][CH2:34][CH2:33][CH2:32]1.CCN(C(C)C)C(C)C.CN(C(ON1N=NC2C=CC=NC1=2)=[N+](C)C)C.F[P-](F)(F)(F)(F)F. The catalyst is O.ClCCl.CN(C=O)C. The product is [Cl:1][C:2]1[CH:3]=[C:4]([N:10]2[CH:22]([CH:23]3[CH2:24][CH2:25][CH2:26][CH2:27]3)[CH:21]3[C:12]([C:13]4[CH:14]=[CH:15][C:16]([C:28]([N:31]5[CH2:36][CH2:35][CH2:34][CH2:33][CH2:32]5)=[O:30])=[N:17][C:18]=4[CH2:19][CH2:20]3)=[N:11]2)[CH:5]=[CH:6][C:7]=1[C:8]#[N:9]. The yield is 0.854. (2) The reactants are Cl[C:2]1[CH:3]=[C:4]([CH2:11][N:12]2[CH2:17][CH2:16][N:15]([CH3:18])[CH2:14][CH2:13]2)[CH:5]=[CH:6][C:7]=1[N+:8]([O-:10])=[O:9].[NH2:19][C:20]1[S:24][C:23]([C:25]([O:27][CH3:28])=[O:26])=[C:22]([O:29][C@@H:30]([C:32]2[CH:37]=[CH:36][CH:35]=[CH:34][C:33]=2[C:38]([F:41])([F:40])[F:39])[CH3:31])[CH:21]=1.C([O-])([O-])=O.[K+].[K+].CC(C1C=C(C(C)C)C(C2C=CC=CC=2P(C2CCCCC2)C2CCCCC2)=C(C(C)C)C=1)C. The catalyst is C(O)(C)(C)C. The product is [CH3:18][N:15]1[CH2:16][CH2:17][N:12]([CH2:11][C:4]2[CH:5]=[CH:6][C:7]([N+:8]([O-:10])=[O:9])=[C:2]([NH:19][C:20]3[S:24][C:23]([C:25]([O:27][CH3:28])=[O:26])=[C:22]([O:29][C@@H:30]([C:32]4[CH:37]=[CH:36][CH:35]=[CH:34][C:33]=4[C:38]([F:41])([F:39])[F:40])[CH3:31])[CH:21]=3)[CH:3]=2)[CH2:13][CH2:14]1. The yield is 0.700. (3) The reactants are [F:1][C:2]([F:9])([F:8])[C:3]1[CH:7]=[CH:6][NH:5][N:4]=1.[Cl:10][O-].[Na+].O.C(=O)([O-])[O-].[Na+].[Na+]. The catalyst is C(O)(=O)C. The product is [Cl:10][C:7]1[C:3]([C:2]([F:9])([F:8])[F:1])=[N:4][NH:5][CH:6]=1. The yield is 0.770. (4) The reactants are [F:1][C:2]1[CH:25]=[CH:24][CH:23]=[CH:22][C:3]=1[CH2:4][C:5]1[C:9]([CH:10]=[N:11][OH:12])=[CH:8][N:7]([CH2:13][C:14]2[CH:19]=[CH:18][C:17]([O:20][CH3:21])=[CH:16][CH:15]=2)[N:6]=1.[Cl:26]N1C(=O)CCC1=O. The catalyst is CN(C=O)C.C(OCC)(=O)C. The product is [F:1][C:2]1[CH:25]=[CH:24][CH:23]=[CH:22][C:3]=1[CH2:4][C:5]1[C:9]([C:10]([Cl:26])=[N:11][OH:12])=[CH:8][N:7]([CH2:13][C:14]2[CH:19]=[CH:18][C:17]([O:20][CH3:21])=[CH:16][CH:15]=2)[N:6]=1. The yield is 0.850. (5) The reactants are [NH2:1][C:2]1[C:7]2=[C:8]([C:21]3[S:22][C:23]4[C:29]([O:30][CH3:31])=[CH:28][C:27]([CH3:32])=[CH:26][C:24]=4[CH:25]=3)[C:9]([CH2:13][N:14]3[CH2:19][CH2:18][NH:17][C:16](=[O:20])[CH2:15]3)=[C:10]([CH2:11][OH:12])[N:6]2[N:5]=[CH:4][N:3]=1.S(Cl)(Cl)=O.[CH3:37]O.C[O-].[Na+]. The catalyst is ClCCl. The product is [NH2:1][C:2]1[C:7]2=[C:8]([C:21]3[S:22][C:23]4[C:29]([O:30][CH3:31])=[CH:28][C:27]([CH3:32])=[CH:26][C:24]=4[CH:25]=3)[C:9]([CH2:13][N:14]3[CH2:19][CH2:18][NH:17][C:16](=[O:20])[CH2:15]3)=[C:10]([CH2:11][O:12][CH3:37])[N:6]2[N:5]=[CH:4][N:3]=1. The yield is 0.210. (6) The reactants are [F:1][C:2]1[CH:3]=[C:4]([C:8]2[N:12]([S:13]([C:16]3[CH:21]=[CH:20][C:19]([CH3:22])=[CH:18][CH:17]=3)(=[O:15])=[O:14])[CH:11]=[C:10]([CH:23]=O)[CH:9]=2)[CH:5]=[CH:6][CH:7]=1.[Cl-:25].C[NH3+].[C:28]([BH3-])#[N:29].[Na+]. No catalyst specified. The product is [ClH:25].[CH3:28][NH:29][CH2:23][C:10]1[CH:9]=[C:8]([C:4]2[CH:5]=[CH:6][CH:7]=[C:2]([F:1])[CH:3]=2)[N:12]([S:13]([C:16]2[CH:21]=[CH:20][C:19]([CH3:22])=[CH:18][CH:17]=2)(=[O:15])=[O:14])[CH:11]=1. The yield is 0.690. (7) The reactants are [Br:1][C:2]1[CH:3]=[C:4]([C:15]([O:17]C)=[O:16])[C:5]2[C:6]([CH3:14])=[CH:7][N:8]([CH:11]([CH3:13])[CH3:12])[C:9]=2[CH:10]=1.[OH-].[Na+].O. The catalyst is C(O)C. The product is [Br:1][C:2]1[CH:3]=[C:4]([C:15]([OH:17])=[O:16])[C:5]2[C:6]([CH3:14])=[CH:7][N:8]([CH:11]([CH3:13])[CH3:12])[C:9]=2[CH:10]=1. The yield is 0.898. (8) The reactants are [Br:1][C:2]1[C:7]([N+:8]([O-:10])=[O:9])=[CH:6][CH:5]=[CH:4][C:3]=1[OH:11].[C:12](=O)([O-])[O-].[Cs+].[Cs+].IC.O. The catalyst is CN(C=O)C. The product is [Br:1][C:2]1[C:7]([N+:8]([O-:10])=[O:9])=[CH:6][CH:5]=[CH:4][C:3]=1[O:11][CH3:12]. The yield is 0.970. (9) The yield is 0.840. The product is [CH2:6]([O:13][C:14]([NH:16][C@@H:17]([CH2:22][C:23](=[O:24])[CH3:3])[C:18]([O:20][CH3:21])=[O:19])=[O:15])[C:7]1[CH:12]=[CH:11][CH:10]=[CH:9][CH:8]=1. The reactants are [Br-].[Li+].[CH3:3][Mg]Cl.[CH2:6]([O:13][C:14]([NH:16][C@@H:17]([CH2:22][C:23](Cl)=[O:24])[C:18]([O:20][CH3:21])=[O:19])=[O:15])[C:7]1[CH:12]=[CH:11][CH:10]=[CH:9][CH:8]=1.[Cl-].[NH4+]. The catalyst is C1COCC1.[Cu]Br.[Cu](Br)Br.